This data is from Reaction yield outcomes from USPTO patents with 853,638 reactions. The task is: Predict the reaction yield, written as a fraction of the theoretical maximum amount of product (1.0 means a 100% yield; for example, 0.34 means a 34% yield). The reactants are [C:1](=O)([S:3][CH2:4][C:5]1[O:6][C:7]([C:10]2[CH:11]=[N:12][CH:13]=[CH:14][CH:15]=2)=[CH:8][CH:9]=1)C.C[O-].[Na+].CI.C(=O)(O)[O-].[Na+]. The catalyst is CO. The product is [CH3:1][S:3][CH2:4][C:5]1[O:6][C:7]([C:10]2[CH:11]=[N:12][CH:13]=[CH:14][CH:15]=2)=[CH:8][CH:9]=1. The yield is 0.540.